Dataset: Reaction yield outcomes from USPTO patents with 853,638 reactions. Task: Predict the reaction yield, written as a fraction of the theoretical maximum amount of product (1.0 means a 100% yield; for example, 0.34 means a 34% yield). (1) The reactants are Br[CH2:2][C:3]1[CH:8]=[C:7]([OH:9])[CH:6]=[CH:5][C:4]=1[S:10]([NH:13][C:14]1[CH:15]=[CH:16][C:17]2[CH2:21][O:20][B:19]([OH:22])[C:18]=2[CH:23]=1)(=[O:12])=[O:11].[CH3:24][C:25]([O-:27])=[O:26].[Na+]. The catalyst is CC(O)=O. The product is [OH:9][C:7]1[CH:6]=[CH:5][C:4]([S:10](=[O:12])(=[O:11])[NH:13][C:14]2[CH:15]=[CH:16][C:17]3[CH2:21][O:20][B:19]([OH:22])[C:18]=3[CH:23]=2)=[C:3]([CH:8]=1)[CH2:2][O:27][C:25](=[O:26])[CH3:24]. The yield is 0.690. (2) The reactants are [C:1]([C:3]1[CH:4]=[C:5](B(O)O)[CH:6]=[CH:7][CH:8]=1)#[N:2].I[C:13]1[C:21]2[C:16](=[N:17][CH:18]=[N:19][C:20]=2[NH2:22])[N:15]([CH:23]([CH3:25])[CH3:24])[N:14]=1.C([O-])([O-])=O.[Na+].[Na+]. The catalyst is CCO.COCCOC.C1C=CC([P]([Pd]([P](C2C=CC=CC=2)(C2C=CC=CC=2)C2C=CC=CC=2)([P](C2C=CC=CC=2)(C2C=CC=CC=2)C2C=CC=CC=2)[P](C2C=CC=CC=2)(C2C=CC=CC=2)C2C=CC=CC=2)(C2C=CC=CC=2)C2C=CC=CC=2)=CC=1. The product is [NH2:22][C:20]1[N:19]=[CH:18][N:17]=[C:16]2[N:15]([CH:23]([CH3:25])[CH3:24])[N:14]=[C:13]([C:7]3[CH:8]=[C:3]([CH:4]=[CH:5][CH:6]=3)[C:1]#[N:2])[C:21]=12. The yield is 0.410.